Dataset: Reaction yield outcomes from USPTO patents with 853,638 reactions. Task: Predict the reaction yield, written as a fraction of the theoretical maximum amount of product (1.0 means a 100% yield; for example, 0.34 means a 34% yield). (1) The reactants are [CH:1]1([N:7]=[C:8]=[O:9])[CH2:6][CH2:5][CH2:4][CH2:3][CH2:2]1.[NH:10]1[CH2:15][CH2:14][CH2:13][CH2:12][CH2:11]1. The catalyst is CCCCCC. The product is [CH:1]1([NH:7][C:8]([N:10]2[CH2:15][CH2:14][CH2:13][CH2:12][CH2:11]2)=[O:9])[CH2:6][CH2:5][CH2:4][CH2:3][CH2:2]1. The yield is 0.983. (2) The reactants are C([N:4]1[C:12]2[C:7](=[CH:8][C:9]([C:13](Cl)=[O:14])=[CH:10][CH:11]=2)[C:6]([C:16]2[CH:21]=[CH:20][C:19]([F:22])=[CH:18][CH:17]=2)=[N:5]1)(=O)C.[NH2:23][CH2:24][C:25]1[CH:30]=[CH:29][CH:28]=[CH:27][N:26]=1. The catalyst is N1C=CC=CC=1. The product is [F:22][C:19]1[CH:18]=[CH:17][C:16]([C:6]2[C:7]3[C:12](=[CH:11][CH:10]=[C:9]([C:13]([NH:23][CH2:24][C:25]4[CH:30]=[CH:29][CH:28]=[CH:27][N:26]=4)=[O:14])[CH:8]=3)[NH:4][N:5]=2)=[CH:21][CH:20]=1. The yield is 0.320. (3) The catalyst is O1CCOCC1.O. The reactants are [NH2:1][C:2]1[C:3]2[N:4]([C:8]([C@H:12]3[CH2:17][N:16]4[C:18](=[O:23])[O:19][C:20]([CH3:22])([CH3:21])[C@@H:15]4[CH2:14][CH2:13]3)=[N:9][C:10]=2Br)[CH:5]=[CH:6][N:7]=1.[CH3:24][O:25][C:26]1[CH:27]=[C:28]([CH:42]=[CH:43][C:44]=1B1OC(C)(C)C(C)(C)O1)[C:29]([NH:31][C:32]1[CH:37]=[C:36]([C:38]([F:41])([F:40])[F:39])[CH:35]=[CH:34][N:33]=1)=[O:30]. The product is [NH2:1][C:2]1[C:3]2[N:4]([C:8]([C@H:12]3[CH2:17][N:16]4[C:18](=[O:23])[O:19][C:20]([CH3:22])([CH3:21])[C@@H:15]4[CH2:14][CH2:13]3)=[N:9][C:10]=2[C:44]2[CH:43]=[CH:42][C:28]([C:29]([NH:31][C:32]3[CH:37]=[C:36]([C:38]([F:41])([F:39])[F:40])[CH:35]=[CH:34][N:33]=3)=[O:30])=[CH:27][C:26]=2[O:25][CH3:24])[CH:5]=[CH:6][N:7]=1. The yield is 0.720. (4) The yield is 0.0400. The product is [NH4+:33].[OH-:3].[NH2:33][CH2:32][C@@H:18]1[C@@H:17]([C@@:7]2([CH3:16])[CH2:8][CH2:9][C@H:10]([OH:12])[CH2:11][C@@H:6]2[CH2:5][OH:4])[CH2:25][CH2:24][C@@:23]2([CH3:26])[C@H:19]1[CH2:20][C@H:21]([OH:28])[C:22]2=[CH2:27]. The reactants are C([O:4][CH2:5][C@H:6]1[CH2:11][C@@H:10]([O:12]C(=O)C)[CH2:9][CH2:8][C@@:7]1([C@H:17]1[CH2:25][CH2:24][C@@:23]2([CH3:26])[C@@H:19]([CH2:20][C@H:21]([O:28]C(=O)C)[C:22]2=[CH2:27])[C@@H:18]1[CH2:32][NH2:33])[CH3:16])(=[O:3])C.C[O-].[Na+]. The catalyst is CO. (5) The reactants are Br[C:2]1[S:3][CH:4]=[C:5]([Br:7])[N:6]=1.[NH:8]1[CH2:13][CH2:12][CH:11]([C:14]([NH2:16])=[O:15])[CH2:10][CH2:9]1. The product is [Br:7][C:5]1[N:6]=[C:2]([N:8]2[CH2:13][CH2:12][CH:11]([C:14]([NH2:16])=[O:15])[CH2:10][CH2:9]2)[S:3][CH:4]=1. The catalyst is C(O)C.O. The yield is 0.850.